Dataset: Peptide-MHC class I binding affinity with 185,985 pairs from IEDB/IMGT. Task: Regression. Given a peptide amino acid sequence and an MHC pseudo amino acid sequence, predict their binding affinity value. This is MHC class I binding data. (1) The peptide sequence is ILRNYLRLY. The MHC is HLA-A11:01 with pseudo-sequence HLA-A11:01. The binding affinity (normalized) is 0.222. (2) The peptide sequence is IYTVIYYIF. The MHC is HLA-B08:01 with pseudo-sequence HLA-B08:01. The binding affinity (normalized) is 0.0847. (3) The peptide sequence is DTDIVNNFI. The MHC is HLA-A02:02 with pseudo-sequence HLA-A02:02. The binding affinity (normalized) is 0.155. (4) The peptide sequence is QTVEDEARRMW. The MHC is HLA-B35:01 with pseudo-sequence HLA-B35:01. The binding affinity (normalized) is 0.227. (5) The peptide sequence is LAEHISDSI. The MHC is HLA-A30:01 with pseudo-sequence HLA-A30:01. The binding affinity (normalized) is 0. (6) The peptide sequence is STTSQKTTW. The MHC is HLA-B57:01 with pseudo-sequence HLA-B57:01. The binding affinity (normalized) is 0.617. (7) The peptide sequence is DSDGSFFLY. The MHC is HLA-A03:01 with pseudo-sequence HLA-A03:01. The binding affinity (normalized) is 0.0847. (8) The peptide sequence is SLASIGTSF. The MHC is HLA-B46:01 with pseudo-sequence HLA-B46:01. The binding affinity (normalized) is 0.196. (9) The peptide sequence is TSACGIFLK. The MHC is HLA-A80:01 with pseudo-sequence HLA-A80:01. The binding affinity (normalized) is 0.0847.